From a dataset of Peptide-MHC class II binding affinity with 134,281 pairs from IEDB. Regression. Given a peptide amino acid sequence and an MHC pseudo amino acid sequence, predict their binding affinity value. This is MHC class II binding data. (1) The peptide sequence is IGKMFEATARGARRM. The MHC is DRB1_1501 with pseudo-sequence DRB1_1501. The binding affinity (normalized) is 0.487. (2) The peptide sequence is GELGIVDKIDAAFKI. The MHC is DRB3_0101 with pseudo-sequence DRB3_0101. The binding affinity (normalized) is 0.708. (3) The peptide sequence is AVFEAALTKAITA. The MHC is DRB1_1501 with pseudo-sequence DRB1_1501. The binding affinity (normalized) is 0.169. (4) The peptide sequence is SSTVKLRQNEFGPAR. The MHC is DRB1_1501 with pseudo-sequence DRB1_1501. The binding affinity (normalized) is 0.531. (5) The peptide sequence is MDEIISELRELCLNY. The MHC is DRB1_0101 with pseudo-sequence DRB1_0101. The binding affinity (normalized) is 0.208. (6) The peptide sequence is AVKPAAEEVKVIPAG. The MHC is DRB1_1201 with pseudo-sequence DRB1_1201. The binding affinity (normalized) is 0.0670. (7) The peptide sequence is PQHMLMRVAVGIHQW. The MHC is DRB1_0701 with pseudo-sequence DRB1_0701. The binding affinity (normalized) is 0.262. (8) The peptide sequence is YDKFLANVSTVLTGM. The MHC is DRB1_0101 with pseudo-sequence DRB1_0101. The binding affinity (normalized) is 0.896. (9) The peptide sequence is AIDRPAEARKVCYNA. The MHC is DRB1_0404 with pseudo-sequence DRB1_0404. The binding affinity (normalized) is 0.114.